This data is from NCI-60 drug combinations with 297,098 pairs across 59 cell lines. The task is: Regression. Given two drug SMILES strings and cell line genomic features, predict the synergy score measuring deviation from expected non-interaction effect. (1) Drug 1: CC(CN1CC(=O)NC(=O)C1)N2CC(=O)NC(=O)C2. Synergy scores: CSS=14.4, Synergy_ZIP=-4.36, Synergy_Bliss=-2.04, Synergy_Loewe=-3.93, Synergy_HSA=-2.57. Cell line: OVCAR-5. Drug 2: CC1=CC=C(C=C1)C2=CC(=NN2C3=CC=C(C=C3)S(=O)(=O)N)C(F)(F)F. (2) Drug 1: CC1C(C(CC(O1)OC2CC(CC3=C2C(=C4C(=C3O)C(=O)C5=C(C4=O)C(=CC=C5)OC)O)(C(=O)CO)O)N)O.Cl. Drug 2: C1CC(=O)NC(=O)C1N2CC3=C(C2=O)C=CC=C3N. Cell line: DU-145. Synergy scores: CSS=-1.40, Synergy_ZIP=2.86, Synergy_Bliss=6.38, Synergy_Loewe=-1.92, Synergy_HSA=-1.48. (3) Drug 1: CC1=CC2C(CCC3(C2CCC3(C(=O)C)OC(=O)C)C)C4(C1=CC(=O)CC4)C. Drug 2: CN(CC1=CN=C2C(=N1)C(=NC(=N2)N)N)C3=CC=C(C=C3)C(=O)NC(CCC(=O)O)C(=O)O. Cell line: NCI-H460. Synergy scores: CSS=51.0, Synergy_ZIP=3.00, Synergy_Bliss=0.886, Synergy_Loewe=-24.7, Synergy_HSA=-0.592. (4) Drug 1: CC1=CC=C(C=C1)C2=CC(=NN2C3=CC=C(C=C3)S(=O)(=O)N)C(F)(F)F. Drug 2: C1C(C(OC1N2C=NC3=C(N=C(N=C32)Cl)N)CO)O. Cell line: MOLT-4. Synergy scores: CSS=50.5, Synergy_ZIP=-1.88, Synergy_Bliss=-2.01, Synergy_Loewe=-1.66, Synergy_HSA=0.318. (5) Drug 2: CC1=C(C=C(C=C1)NC2=NC=CC(=N2)N(C)C3=CC4=NN(C(=C4C=C3)C)C)S(=O)(=O)N.Cl. Cell line: SK-MEL-2. Synergy scores: CSS=4.08, Synergy_ZIP=3.38, Synergy_Bliss=10.4, Synergy_Loewe=6.23, Synergy_HSA=6.77. Drug 1: C1CCN(CC1)CCOC2=CC=C(C=C2)C(=O)C3=C(SC4=C3C=CC(=C4)O)C5=CC=C(C=C5)O. (6) Drug 1: C1=C(C(=O)NC(=O)N1)N(CCCl)CCCl. Drug 2: CC1=C(N=C(N=C1N)C(CC(=O)N)NCC(C(=O)N)N)C(=O)NC(C(C2=CN=CN2)OC3C(C(C(C(O3)CO)O)O)OC4C(C(C(C(O4)CO)O)OC(=O)N)O)C(=O)NC(C)C(C(C)C(=O)NC(C(C)O)C(=O)NCCC5=NC(=CS5)C6=NC(=CS6)C(=O)NCCC[S+](C)C)O. Cell line: 786-0. Synergy scores: CSS=52.9, Synergy_ZIP=4.82, Synergy_Bliss=5.91, Synergy_Loewe=-5.10, Synergy_HSA=7.80. (7) Drug 1: CC(CN1CC(=O)NC(=O)C1)N2CC(=O)NC(=O)C2. Drug 2: COC1=C2C(=CC3=C1OC=C3)C=CC(=O)O2. Cell line: M14. Synergy scores: CSS=5.96, Synergy_ZIP=0.0773, Synergy_Bliss=2.83, Synergy_Loewe=-1.19, Synergy_HSA=-0.943. (8) Drug 1: C(=O)(N)NO. Drug 2: CN(C(=O)NC(C=O)C(C(C(CO)O)O)O)N=O. Cell line: ACHN. Synergy scores: CSS=4.35, Synergy_ZIP=-1.17, Synergy_Bliss=-1.32, Synergy_Loewe=-6.68, Synergy_HSA=-1.04. (9) Drug 1: CN(CC1=CN=C2C(=N1)C(=NC(=N2)N)N)C3=CC=C(C=C3)C(=O)NC(CCC(=O)O)C(=O)O. Drug 2: CC1C(C(CC(O1)OC2CC(CC3=C2C(=C4C(=C3O)C(=O)C5=CC=CC=C5C4=O)O)(C(=O)C)O)N)O. Cell line: CCRF-CEM. Synergy scores: CSS=48.4, Synergy_ZIP=-14.2, Synergy_Bliss=-29.3, Synergy_Loewe=12.4, Synergy_HSA=-22.1. (10) Drug 1: CN(C(=O)NC(C=O)C(C(C(CO)O)O)O)N=O. Drug 2: CC1C(C(CC(O1)OC2CC(CC3=C2C(=C4C(=C3O)C(=O)C5=C(C4=O)C(=CC=C5)OC)O)(C(=O)CO)O)N)O.Cl. Cell line: UO-31. Synergy scores: CSS=51.8, Synergy_ZIP=-3.97, Synergy_Bliss=-4.85, Synergy_Loewe=-15.8, Synergy_HSA=-3.56.